This data is from Full USPTO retrosynthesis dataset with 1.9M reactions from patents (1976-2016). The task is: Predict the reactants needed to synthesize the given product. (1) The reactants are: [F:1][C:2]([F:32])([F:31])[C:3]1[CH:4]=[C:5]([C@H:13]2[O:17][C:16](=[O:18])[N:15]([CH2:19][C:20]3[CH:25]=[C:24]([N+:26]([O-:28])=[O:27])[CH:23]=[CH:22][C:21]=3Br)[C@H:14]2[CH3:30])[CH:6]=[C:7]([C:9]([F:12])([F:11])[F:10])[CH:8]=1.[CH3:33][CH:34]1[CH2:39][CH2:38][CH2:37][NH:36][CH2:35]1.C1(P(C2C=CC=CC=2)C2C=CC3C(=CC=CC=3)C=2C2C3C(=CC=CC=3)C=CC=2P(C2C=CC=CC=2)C2C=CC=CC=2)C=CC=CC=1.C(=O)([O-])[O-].[Cs+].[Cs+]. Given the product [F:1][C:2]([F:32])([F:31])[C:3]1[CH:4]=[C:5]([C@H:13]2[O:17][C:16](=[O:18])[N:15]([CH2:19][C:20]3[CH:25]=[C:24]([N+:26]([O-:28])=[O:27])[CH:23]=[CH:22][C:21]=3[N:36]3[CH2:37][CH2:38][CH2:39][CH:34]([CH3:33])[CH2:35]3)[C@H:14]2[CH3:30])[CH:6]=[C:7]([C:9]([F:12])([F:11])[F:10])[CH:8]=1, predict the reactants needed to synthesize it. (2) Given the product [CH3:35][C:33]([O:36][C:37]([NH:39][CH2:40][C@@H:41]1[CH2:46][CH2:45][C@H:44]([C:47]([N:14]2[CH2:15][C@@H:11]([N:8]3[CH2:9][CH2:10][N:5]([S:2]([CH3:1])(=[O:4])=[O:3])[CH2:6][CH2:7]3)[CH2:12][C@H:13]2[C:16]([NH:18][C:19]2[CH:31]=[CH:30][C:22]([C:23]([O:25][C:26]([CH3:28])([CH3:27])[CH3:29])=[O:24])=[CH:21][CH:20]=2)=[O:17])=[O:48])[CH2:43][CH2:42]1)=[O:38])([CH3:32])[CH3:34], predict the reactants needed to synthesize it. The reactants are: [CH3:1][S:2]([N:5]1[CH2:10][CH2:9][N:8]([C@@H:11]2[CH2:15][NH:14][C@H:13]([C:16]([NH:18][C:19]3[CH:31]=[CH:30][C:22]([C:23]([O:25][C:26]([CH3:29])([CH3:28])[CH3:27])=[O:24])=[CH:21][CH:20]=3)=[O:17])[CH2:12]2)[CH2:7][CH2:6]1)(=[O:4])=[O:3].[CH3:32][C:33]([O:36][C:37]([NH:39][CH2:40][C@@H:41]1[CH2:46][CH2:45][C@H:44]([C:47](O)=[O:48])[CH2:43][CH2:42]1)=[O:38])([CH3:35])[CH3:34]. (3) Given the product [C:11]([O:10][C:8]([NH:7][C@H:6]([C:5]([OH:62])=[O:4])[CH2:15][C:16]1[CH:17]=[CH:18][C:19]([O:22][C:23](=[O:61])[NH:24][CH2:25][CH2:26][C@H:27]([NH:53][C:54]([O:56][C:57]([CH3:59])([CH3:58])[CH3:60])=[O:55])[C:28](=[O:52])[NH:29][CH2:30][CH2:31][S:32][C:33]([C:46]2[CH:47]=[CH:48][CH:49]=[CH:50][CH:51]=2)([C:34]2[CH:39]=[CH:38][CH:37]=[CH:36][CH:35]=2)[C:40]2[CH:41]=[CH:42][CH:43]=[CH:44][CH:45]=2)=[CH:20][CH:21]=1)=[O:9])([CH3:12])([CH3:13])[CH3:14], predict the reactants needed to synthesize it. The reactants are: C([O:4][C:5](=[O:62])[C@H:6]([CH2:15][C:16]1[CH:21]=[CH:20][C:19]([O:22][C:23](=[O:61])[NH:24][CH2:25][CH2:26][C@H:27]([NH:53][C:54]([O:56][C:57]([CH3:60])([CH3:59])[CH3:58])=[O:55])[C:28](=[O:52])[NH:29][CH2:30][CH2:31][S:32][C:33]([C:46]2[CH:51]=[CH:50][CH:49]=[CH:48][CH:47]=2)([C:40]2[CH:45]=[CH:44][CH:43]=[CH:42][CH:41]=2)[C:34]2[CH:39]=[CH:38][CH:37]=[CH:36][CH:35]=2)=[CH:18][CH:17]=1)[NH:7][C:8]([O:10][C:11]([CH3:14])([CH3:13])[CH3:12])=[O:9])C=C.C(N(CC)CC)C.C(O)=O. (4) Given the product [CH3:15][C:8]1[C:9]([S:11]([CH3:14])(=[O:13])=[O:12])=[CH:10][C:5]([NH:4][CH:30]2[CH2:29][CH2:28][N:27]([C@H:24]3[CH2:25][CH2:26][C@H:21]([O:20][CH2:17][CH2:18][CH3:19])[CH2:22][CH2:23]3)[CH2:32][CH2:31]2)=[C:6]([OH:16])[CH:7]=1, predict the reactants needed to synthesize it. The reactants are: C([BH3-])#N.[NH2:4][C:5]1[CH:10]=[C:9]([S:11]([CH3:14])(=[O:13])=[O:12])[C:8]([CH3:15])=[CH:7][C:6]=1[OH:16].[CH2:17]([O:20][C@H:21]1[CH2:26][CH2:25][C@H:24]([N:27]2[CH2:32][CH2:31][C:30](=O)[CH2:29][CH2:28]2)[CH2:23][CH2:22]1)[CH2:18][CH3:19].C(O)(=O)C. (5) Given the product [F:16][C:7]1[CH:8]=[C:9]2[C:14]3=[C:5]([N:4]=[C:3]([CH2:2][N:26]4[CH2:27][CH2:28][CH:23]([C:17]5[CH:22]=[CH:21][CH:20]=[CH:19][CH:18]=5)[CH2:24][CH2:25]4)[N:13]3[CH:12]([CH3:15])[CH2:11][CH2:10]2)[CH:6]=1, predict the reactants needed to synthesize it. The reactants are: Cl[CH2:2][C:3]1[N:13]2[C:14]3[C:9]([CH2:10][CH2:11][CH:12]2[CH3:15])=[CH:8][C:7]([F:16])=[CH:6][C:5]=3[N:4]=1.[C:17]1([CH:23]2[CH2:28][CH2:27][NH:26][CH2:25][CH2:24]2)[CH:22]=[CH:21][CH:20]=[CH:19][CH:18]=1.C(=O)([O-])[O-].[K+].[K+]. (6) Given the product [C:1]([N:4]1[C:12]2[C:7](=[CH:8][C:9]([C:13](=[O:15])[CH3:14])=[CH:10][CH:11]=2)[C:6](=[C:22]([C:19]2[CH:20]=[CH:21][O:17][CH:18]=2)[OH:23])[C:5]1=[O:16])(=[O:3])[CH3:2], predict the reactants needed to synthesize it. The reactants are: [C:1]([N:4]1[C:12]2[C:7](=[CH:8][C:9]([C:13](=[O:15])[CH3:14])=[CH:10][CH:11]=2)[CH2:6][C:5]1=[O:16])(=[O:3])[CH3:2].[O:17]1[CH:21]=[CH:20][C:19]([C:22](O)=[O:23])=[CH:18]1.